This data is from Forward reaction prediction with 1.9M reactions from USPTO patents (1976-2016). The task is: Predict the product of the given reaction. (1) Given the reactants [OH:1][C:2]1[CH:10]=[CH:9][CH:8]=[C:7]2[C:3]=1[CH:4]=[CH:5][N:6]2[C:11]([O:13][CH2:14][C:15]1[CH:20]=[CH:19][CH:18]=[CH:17][CH:16]=1)=[O:12].C(=O)([O-])[O-].[K+].[K+].Br[CH:28]([C:34]([O:36][CH2:37][CH3:38])=[O:35])[C:29]([O:31][CH2:32][CH3:33])=[O:30], predict the reaction product. The product is: [CH2:37]([O:36][C:34]([CH:28]([C:29]([O:31][CH2:32][CH3:33])=[O:30])[O:1][C:2]1[CH:10]=[CH:9][CH:8]=[C:7]2[C:3]=1[CH:4]=[CH:5][N:6]2[C:11]([O:13][CH2:14][C:15]1[CH:20]=[CH:19][CH:18]=[CH:17][CH:16]=1)=[O:12])=[O:35])[CH3:38]. (2) Given the reactants Br[C:2]1[N:6](COCC[Si](C)(C)C)[C:5]([C:15]2[CH:20]=[C:19]([C:21]([F:24])([F:23])[F:22])[CH:18]=[CH:17][C:16]=2[CH2:25][CH3:26])=[C:4]([C:27]#[N:28])[CH:3]=1.Cl[C:30]1[C:31]2C=[CH:37][N:36](COCC[Si](C)(C)C)[C:32]=2[N:33]=[CH:34][N:35]=1, predict the reaction product. The product is: [CH3:37][NH:36][C:32]1[N:33]=[CH:34][N:35]=[C:30]([C:2]2[NH:6][C:5]([C:15]3[CH:20]=[C:19]([C:21]([F:24])([F:23])[F:22])[CH:18]=[CH:17][C:16]=3[CH2:25][CH3:26])=[C:4]([C:27]#[N:28])[CH:3]=2)[CH:31]=1. (3) Given the reactants CS([C:5]1[N:10]=[C:9]([C:11]2[N:15]3[CH:16]=[CH:17][N:18]=[C:19]([N:20]4[CH2:25][CH2:24][N:23]([CH3:26])[CH2:22][CH2:21]4)[C:14]3=[N:13][CH:12]=2)[CH:8]=[CH:7][N:6]=1)(=O)=O.[CH2:27]([NH2:34])[C:28]1[CH:33]=[CH:32][CH:31]=[CH:30][CH:29]=1, predict the reaction product. The product is: [CH2:27]([NH:34][C:5]1[N:10]=[C:9]([C:11]2[N:15]3[CH:16]=[CH:17][N:18]=[C:19]([N:20]4[CH2:25][CH2:24][N:23]([CH3:26])[CH2:22][CH2:21]4)[C:14]3=[N:13][CH:12]=2)[CH:8]=[CH:7][N:6]=1)[C:28]1[CH:33]=[CH:32][CH:31]=[CH:30][CH:29]=1.